This data is from Forward reaction prediction with 1.9M reactions from USPTO patents (1976-2016). The task is: Predict the product of the given reaction. (1) Given the reactants [C:1](=[O:21])([O:19][CH3:20])[O:2][C:3]1[CH:8]=[C:7]([N+:9]([O-])=O)[C:6]([C:12]#[C:13][CH2:14][N:15]([CH3:17])[CH3:16])=[CH:5][C:4]=1[CH3:18].C([O-])([O-])=O.[Na+].[Na+], predict the reaction product. The product is: [C:1](=[O:21])([O:19][CH3:20])[O:2][C:3]1[CH:8]=[C:7]([NH2:9])[C:6]([C:12]#[C:13][CH2:14][N:15]([CH3:17])[CH3:16])=[CH:5][C:4]=1[CH3:18]. (2) Given the reactants [Cl:1][C:2]1[CH:7]=[CH:6][C:5]([CH:8]([NH:32][C:33]2[CH:34]=[C:35]([CH3:43])[C:36]3[O:40][N:39]=[C:38]([CH3:41])[C:37]=3[CH:42]=2)[C:9]2[C:10]([C:27]([O:29]CC)=[O:28])=[N:11][N:12]([C:17]3[C:18]([O:25][CH3:26])=[N:19][C:20]([O:23][CH3:24])=[N:21][CH:22]=3)[C:13]=2[CH:14]([CH3:16])[CH3:15])=[CH:4][CH:3]=1.[OH-].[Na+].Cl, predict the reaction product. The product is: [Cl:1][C:2]1[CH:3]=[CH:4][C:5]([CH:8]([NH:32][C:33]2[CH:34]=[C:35]([CH3:43])[C:36]3[O:40][N:39]=[C:38]([CH3:41])[C:37]=3[CH:42]=2)[C:9]2[C:10]([C:27]([OH:29])=[O:28])=[N:11][N:12]([C:17]3[C:18]([O:25][CH3:26])=[N:19][C:20]([O:23][CH3:24])=[N:21][CH:22]=3)[C:13]=2[CH:14]([CH3:15])[CH3:16])=[CH:6][CH:7]=1. (3) The product is: [CH:2]([C:6]1[CH:7]=[CH:8][C:9]([O:12][C:16]2[N:17]=[CH:18][C:19]([C:22]#[N:23])=[N:20][CH:21]=2)=[CH:10][CH:11]=1)=[O:3]. Given the reactants O1CC[O:3][CH:2]1[C:6]1[CH:11]=[CH:10][C:9]([OH:12])=[C:8](OC)[CH:7]=1.Cl[C:16]1[N:17]=[CH:18][C:19]([C:22]#[N:23])=[N:20][CH:21]=1.C([O-])([O-])=O.[K+].[K+], predict the reaction product. (4) Given the reactants CN(C)CCN.[CH:7]1([CH2:10][O:11][N:12]2C(=O)C3=CC=CC=C3C2=O)[CH2:9][CH2:8]1.C(O)(=O)C.[Cl:27][C:28]1[CH:33]=[CH:32][C:31]([NH:34][S:35]([C:38]([F:41])([F:40])[F:39])(=[O:37])=[O:36])=[C:30]([C:42](=O)[CH2:43][CH3:44])[CH:29]=1, predict the reaction product. The product is: [Cl:27][C:28]1[CH:33]=[CH:32][C:31]([NH:34][S:35]([C:38]([F:41])([F:40])[F:39])(=[O:37])=[O:36])=[C:30]([C:42](=[N:12][O:11][CH2:10][CH:7]2[CH2:9][CH2:8]2)[CH2:43][CH3:44])[CH:29]=1. (5) Given the reactants [CH2:1]([O:3][C:4]([C:6]1[S:10][C:9](Br)=[N:8][C:7]=1[CH3:12])=[O:5])[CH3:2].[C:13]([C:15]1[CH:20]=[CH:19][C:18](B(O)O)=[C:17]([F:24])[CH:16]=1)#[N:14], predict the reaction product. The product is: [CH2:1]([O:3][C:4]([C:6]1[S:10][C:9]([C:18]2[CH:19]=[CH:20][C:15]([C:13]#[N:14])=[CH:16][C:17]=2[F:24])=[N:8][C:7]=1[CH3:12])=[O:5])[CH3:2]. (6) Given the reactants Cl[C:2]1[NH:6][C:5]2[CH:7]=[CH:8][CH:9]=[CH:10][C:4]=2[N:3]=1.[CH2:11]([NH:18][CH2:19][C:20]1[CH:25]=[CH:24][CH:23]=[CH:22][CH:21]=1)[C:12]1[CH:17]=[CH:16][CH:15]=[CH:14][CH:13]=1, predict the reaction product. The product is: [CH2:19]([N:18]([CH2:11][C:12]1[CH:17]=[CH:16][CH:15]=[CH:14][CH:13]=1)[C:2]1[NH:6][C:5]2[CH:7]=[CH:8][CH:9]=[CH:10][C:4]=2[N:3]=1)[C:20]1[CH:25]=[CH:24][CH:23]=[CH:22][CH:21]=1.